This data is from Forward reaction prediction with 1.9M reactions from USPTO patents (1976-2016). The task is: Predict the product of the given reaction. (1) The product is: [NH2:8][C:9]1[CH:14]=[CH:13][C:12]([C:15]2[S:16][CH:17]=[CH:18][CH:19]=2)=[CH:11][C:10]=1[NH:20][C:21]([C:23]1[CH:24]=[CH:25][C:26]([CH2:27][NH:28][C:29]([C@H:31]2[NH:35][CH2:34][Si:33]([CH3:44])([CH3:43])[CH2:32]2)=[O:30])=[CH:45][CH:46]=1)=[O:22]. Given the reactants C(OC([NH:8][C:9]1[CH:14]=[CH:13][C:12]([C:15]2[S:16][CH:17]=[CH:18][CH:19]=2)=[CH:11][C:10]=1[NH:20][C:21]([C:23]1[CH:46]=[CH:45][C:26]([CH2:27][NH:28][C:29]([C@H:31]2[N:35](C(OC(C)(C)C)=O)[CH2:34][Si:33]([CH3:44])([CH3:43])[CH2:32]2)=[O:30])=[CH:25][CH:24]=1)=[O:22])=O)(C)(C)C.C(O)(C(F)(F)F)=O, predict the reaction product. (2) Given the reactants [Cl:1][C:2]1[N:7]=[C:6](Cl)[CH:5]=[CH:4][N:3]=1.[CH:9]1(B(O)O)[CH2:11][CH2:10]1.P([O-])([O-])([O-])=O.[K+].[K+].[K+].C1COCC1, predict the reaction product. The product is: [Cl:1][C:2]1[N:7]=[C:6]([CH:9]2[CH2:11][CH2:10]2)[CH:5]=[CH:4][N:3]=1. (3) Given the reactants C(OC(=O)[N:7]([CH2:26][C:27]1[CH:32]=[CH:31][CH:30]=[CH:29][CH:28]=1)[CH2:8][CH2:9][CH2:10][N:11]1[CH2:17][CH2:16][CH2:15][O:14][CH:13]([CH2:18][C:19]2[CH:24]=[CH:23][C:22]([F:25])=[CH:21][CH:20]=2)[CH2:12]1)(C)(C)C.FC(F)(F)C(O)=O, predict the reaction product. The product is: [CH2:26]([NH:7][CH2:8][CH2:9][CH2:10][N:11]1[CH2:17][CH2:16][CH2:15][O:14][CH:13]([CH2:18][C:19]2[CH:20]=[CH:21][C:22]([F:25])=[CH:23][CH:24]=2)[CH2:12]1)[C:27]1[CH:28]=[CH:29][CH:30]=[CH:31][CH:32]=1.